Dataset: Reaction yield outcomes from USPTO patents with 853,638 reactions. Task: Predict the reaction yield, written as a fraction of the theoretical maximum amount of product (1.0 means a 100% yield; for example, 0.34 means a 34% yield). (1) The reactants are [C:1]1([CH3:16])[CH:6]=[CH:5][C:4]([S:7]([O:10][CH:11]([CH2:14]O)CO)(=[O:9])=[O:8])=[CH:3][CH:2]=1.[F:17][C:18]([F:32])([F:31])[C:19]1[CH:24]=[CH:23][C:22](/[CH:25]=[CH:26]/[CH:27]=[CH:28]/[CH:29]=[O:30])=[CH:21][CH:20]=1.C1(C)C=CC(S(O)(=O)=O)=CC=1.[C:44](=O)([O-])[OH:45].[Na+]. The catalyst is C(Cl)Cl. The product is [C:1]1([CH3:16])[CH:2]=[CH:3][C:4]([S:7]([O:10][C@H:11]2[CH2:14][CH2:44][O:45][C@@H:29](/[CH:28]=[CH:27]/[CH:26]=[CH:25]/[C:22]3[CH:21]=[CH:20][C:19]([C:18]([F:31])([F:32])[F:17])=[CH:24][CH:23]=3)[O:30]2)(=[O:8])=[O:9])=[CH:5][CH:6]=1. The yield is 0.290. (2) The reactants are [C:1]([OH:9])(=O)[C:2]1[CH:7]=[CH:6][CH:5]=[N:4][CH:3]=1.[NH2:10][CH2:11][CH2:12][S:13][S:14][CH2:15][CH2:16][NH:17][C:18](=[O:24])[O:19][C:20]([CH3:23])([CH3:22])[CH3:21].CCN=C=NCCCN(C)C. The catalyst is CC#N.CCOC(C)=O. The product is [C:1]([NH:10][CH2:11][CH2:12][S:13][S:14][CH2:15][CH2:16][NH:17][C:18](=[O:24])[O:19][C:20]([CH3:22])([CH3:21])[CH3:23])(=[O:9])[C:2]1[CH:7]=[CH:6][CH:5]=[N:4][CH:3]=1. The yield is 0.560. (3) The reactants are C[O:2][C:3](=[O:13])[CH:4]=[CH:5][C:6]1[CH:7]=[N:8][C:9]([Br:12])=[CH:10][CH:11]=1.[Li+].[OH-]. The catalyst is C1COCC1.O. The product is [Br:12][C:9]1[N:8]=[CH:7][C:6]([CH:5]=[CH:4][C:3]([OH:13])=[O:2])=[CH:11][CH:10]=1. The yield is 0.880. (4) The reactants are [N:1]1[N:2]2[CH:8]([C:9]([O:11]CC3C=CC=CC=3)=[O:10])[CH2:7][CH2:6][C:3]2=[CH:4][CH:5]=1.[H][H]. The catalyst is [Pd].C(O)C. The product is [N:1]1[N:2]2[CH:8]([C:9]([OH:11])=[O:10])[CH2:7][CH2:6][C:3]2=[CH:4][CH:5]=1. The yield is 1.00. (5) The reactants are [N:1]1([CH2:6][C:7]2[CH:8]=[CH:9][C:10]([C:13]3[CH:18]=[C:17]([O:19][C:20]([F:23])([F:22])[F:21])[CH:16]=[CH:15][C:14]=3[S:24]([NH2:27])(=[O:26])=[O:25])=[N:11][CH:12]=2)[CH:5]=[CH:4][N:3]=[CH:2]1.Cl[C:29]([O:31][CH2:32][CH2:33][CH2:34][CH3:35])=[O:30]. The yield is 0.580. The catalyst is CN(C)C1C=CN=CC=1.N1C=CC=CC=1. The product is [CH2:32]([O:31][C:29](=[O:30])[NH:27][S:24]([C:14]1[CH:15]=[CH:16][C:17]([O:19][C:20]([F:23])([F:21])[F:22])=[CH:18][C:13]=1[C:10]1[CH:9]=[CH:8][C:7]([CH2:6][N:1]2[CH:5]=[CH:4][N:3]=[CH:2]2)=[CH:12][N:11]=1)(=[O:26])=[O:25])[CH2:33][CH2:34][CH3:35]. (6) The reactants are CC(C)([O-])C.[K+].[CH2:7]([N:14]([CH2:18][C:19]1[C:24](Cl)=[N:23][C:22]([N:26]2[CH2:30][CH2:29][CH2:28][CH:27]2[CH3:31])=[CH:21][N:20]=1)[CH2:15][CH2:16][OH:17])[C:8]1[CH:13]=[CH:12][CH:11]=[CH:10][CH:9]=1.O. The catalyst is CN(C=O)C. The product is [CH2:7]([N:14]1[CH2:18][C:19]2[N:20]=[CH:21][C:22]([N:26]3[CH2:30][CH2:29][CH2:28][CH:27]3[CH3:31])=[N:23][C:24]=2[O:17][CH2:16][CH2:15]1)[C:8]1[CH:13]=[CH:12][CH:11]=[CH:10][CH:9]=1. The yield is 0.850. (7) The product is [C:35]([N:19]([CH2:20][C:21]1[CH:22]=[C:23]([C:31]([F:34])([F:33])[F:32])[CH:24]=[C:25]([C:27]([F:30])([F:28])[F:29])[CH:26]=1)[CH:15]1[CH2:16][CH2:17][CH2:18][N:12]([C:10]([O:9][CH:6]([CH3:8])[CH3:7])=[O:11])[C:13]2[CH:41]=[C:40]([NH:42][S:2]([CH3:1])(=[O:4])=[O:3])[CH:39]=[CH:38][C:14]1=2)(=[O:37])[CH3:36]. The yield is 0.580. The catalyst is ClCCl. The reactants are [CH3:1][S:2](Cl)(=[O:4])=[O:3].[CH:6]([O:9][C:10]([N:12]1[CH2:18][CH2:17][CH2:16][CH:15]([N:19]([C:35](=[O:37])[CH3:36])[CH2:20][C:21]2[CH:26]=[C:25]([C:27]([F:30])([F:29])[F:28])[CH:24]=[C:23]([C:31]([F:34])([F:33])[F:32])[CH:22]=2)[C:14]2[CH:38]=[CH:39][C:40]([NH2:42])=[CH:41][C:13]1=2)=[O:11])([CH3:8])[CH3:7].N1C=CC=CC=1.